Dataset: Full USPTO retrosynthesis dataset with 1.9M reactions from patents (1976-2016). Task: Predict the reactants needed to synthesize the given product. (1) Given the product [CH2:1]([O:3][C:4](=[O:26])[CH2:5][CH:6]1[O:10][B:9]([OH:11])[C:8]2[CH:12]=[C:13]([O:17][C:18]3[CH:23]=[N:22][C:21]([C:24](=[NH:25])[NH:28][OH:29])=[CH:20][N:19]=3)[CH:14]=[C:15]([CH3:16])[C:7]1=2)[CH3:2], predict the reactants needed to synthesize it. The reactants are: [CH2:1]([O:3][C:4](=[O:26])[CH2:5][CH:6]1[O:10][B:9]([OH:11])[C:8]2[CH:12]=[C:13]([O:17][C:18]3[CH:23]=[N:22][C:21]([C:24]#[N:25])=[CH:20][N:19]=3)[CH:14]=[C:15]([CH3:16])[C:7]1=2)[CH3:2].Cl.[NH2:28][OH:29].C(N(CC)CC)C. (2) Given the product [Cl:1][C:2]1[CH:7]=[C:6]([C:15]2[CH:14]=[CH:13][C:12]([O:11][C:10]([F:9])([F:21])[F:22])=[CH:17][CH:16]=2)[N:5]=[CH:4][N:3]=1, predict the reactants needed to synthesize it. The reactants are: [Cl:1][C:2]1[CH:7]=[C:6](Cl)[N:5]=[CH:4][N:3]=1.[F:9][C:10]([F:22])([F:21])[O:11][C:12]1[CH:17]=[CH:16][C:15](B(O)O)=[CH:14][CH:13]=1. (3) Given the product [CH:1]1([C:7]2[C:15]3[CH:14]=[CH:13][C:12]([C:16]([O:18][CH3:19])=[O:17])=[CH:11][C:10]=3[N:9]3[CH2:20][CH2:21][C:22](=[O:24])[N:32]([CH2:33][CH2:34][N:35]([CH3:37])[CH3:36])[CH2:31][C:26]4[CH:27]=[CH:28][CH:29]=[CH:30][C:25]=4[C:8]=23)[CH2:2][CH2:3][CH2:4][CH2:5][CH2:6]1, predict the reactants needed to synthesize it. The reactants are: [CH:1]1([C:7]2[C:15]3[C:10](=[CH:11][C:12]([C:16]([O:18][CH3:19])=[O:17])=[CH:13][CH:14]=3)[N:9]([CH2:20][CH2:21][C:22]([OH:24])=O)[C:8]=2[C:25]2[CH:30]=[CH:29][CH:28]=[CH:27][C:26]=2[CH2:31][NH:32][CH2:33][CH2:34][N:35]([CH3:37])[CH3:36])[CH2:6][CH2:5][CH2:4][CH2:3][CH2:2]1.CCN(C(C)C)C(C)C.CN(C(ON1N=NC2C=CC=NC1=2)=[N+](C)C)C.F[P-](F)(F)(F)(F)F.